From a dataset of Full USPTO retrosynthesis dataset with 1.9M reactions from patents (1976-2016). Predict the reactants needed to synthesize the given product. (1) Given the product [C:1]([O:5][C:6]([N:8]1[CH2:13][CH2:12][CH2:11][C@H:10]([C:14]([C:17]([OH:19])=[O:18])([CH3:16])[CH3:15])[CH2:9]1)=[O:7])([CH3:4])([CH3:2])[CH3:3], predict the reactants needed to synthesize it. The reactants are: [C:1]([O:5][C:6]([N:8]1[CH2:13][CH2:12][CH2:11][C@H:10]([C:14]([C:17]([O:19]C)=[O:18])([CH3:16])[CH3:15])[CH2:9]1)=[O:7])([CH3:4])([CH3:3])[CH3:2].[OH-].[Na+]. (2) Given the product [F:36][C:29]1[CH:28]=[C:27]([CH2:8][C:7]([C:1]2[CH:6]=[CH:5][CH:4]=[CH:3][CH:2]=2)=[O:10])[CH:32]=[C:31]([F:33])[C:30]=1[S:34][CH3:35], predict the reactants needed to synthesize it. The reactants are: [C:1]1([CH:7]([O:10][Si](C)(C)C)[C:8]#N)[CH:6]=[CH:5][CH:4]=[CH:3][CH:2]=1.C[Si]([N-][Si](C)(C)C)(C)C.[Li+].BrC[C:27]1[CH:28]=[C:29]([F:36])[C:30]([S:34][CH3:35])=[C:31]([F:33])[CH:32]=1.Cl. (3) Given the product [CH2:55]([O:57][C:58]1[CH:59]=[C:60]([CH:61]=[CH:62][CH:63]=1)[O:33][CH2:32][CH2:31][O:30][C:27]1[CH:28]=[CH:29][C:24]([CH:23]2[CH2:22][CH2:21][N:20]([C:44]([O:46][CH2:47][C:48]3[CH:49]=[CH:50][CH:51]=[CH:52][CH:53]=3)=[O:45])[CH2:19][CH:18]2[O:17][CH2:16][C:13]2[CH:14]=[CH:15][C:10]3[O:9][CH2:8][C:7](=[O:54])[N:6]([CH2:5][CH2:4][CH2:3][O:2][CH3:1])[C:11]=3[CH:12]=2)=[CH:25][CH:26]=1)[CH3:56], predict the reactants needed to synthesize it. The reactants are: [CH3:1][O:2][CH2:3][CH2:4][CH2:5][N:6]1[C:11]2[CH:12]=[C:13]([CH2:16][O:17][CH:18]3[CH:23]([C:24]4[CH:29]=[CH:28][C:27]([O:30][CH2:31][CH2:32][O:33]S(C5C=CC(C)=CC=5)(=O)=O)=[CH:26][CH:25]=4)[CH2:22][CH2:21][N:20]([C:44]([O:46][CH2:47][C:48]4[CH:53]=[CH:52][CH:51]=[CH:50][CH:49]=4)=[O:45])[CH2:19]3)[CH:14]=[CH:15][C:10]=2[O:9][CH2:8][C:7]1=[O:54].[CH2:55]([O:57][C:58]1[CH:63]=[CH:62][CH:61]=[CH:60][C:59]=1O)[CH3:56].